From a dataset of Peptide-MHC class II binding affinity with 134,281 pairs from IEDB. Regression. Given a peptide amino acid sequence and an MHC pseudo amino acid sequence, predict their binding affinity value. This is MHC class II binding data. (1) The peptide sequence is FIADPASRFYNLVLA. The MHC is HLA-DQA10101-DQB10501 with pseudo-sequence HLA-DQA10101-DQB10501. The binding affinity (normalized) is 0.344. (2) The peptide sequence is DPVKLVKMWEDEVKD. The MHC is HLA-DPA10201-DPB11401 with pseudo-sequence HLA-DPA10201-DPB11401. The binding affinity (normalized) is 0.0631.